The task is: Predict which catalyst facilitates the given reaction.. This data is from Catalyst prediction with 721,799 reactions and 888 catalyst types from USPTO. (1) Reactant: C(OC([NH:8][C@@H:9]1[CH2:14][C@@H:13]([C:15](=[O:19])[N:16]([CH3:18])[CH3:17])[CH2:12][CH2:11][C@@H:10]1[NH:20][C:21]([C:23]1[NH:24][C:25]2[C:30]([CH:31]=1)=[CH:29][C:28]([Cl:32])=[CH:27][CH:26]=2)=[O:22])=O)(C)(C)C.[F:33][C:34]([F:39])([F:38])[C:35]([OH:37])=[O:36]. Product: [F:33][C:34]([F:39])([F:38])[C:35]([OH:37])=[O:36].[Cl:32][C:28]1[CH:29]=[C:30]2[C:25](=[CH:26][CH:27]=1)[NH:24][C:23]([C:21]([NH:20][C@H:10]1[CH2:11][CH2:12][C@H:13]([C:15](=[O:19])[N:16]([CH3:17])[CH3:18])[CH2:14][C@H:9]1[NH2:8])=[O:22])=[CH:31]2. The catalyst class is: 4. (2) Reactant: Br[CH2:2][CH2:3][C:4]1[CH:9]=[CH:8][CH:7]=[C:6]([O:10][CH3:11])[CH:5]=1.[C-:12]#[N:13].[Na+]. Product: [CH3:11][O:10][C:6]1[CH:5]=[C:4]([CH2:3][CH2:2][C:12]#[N:13])[CH:9]=[CH:8][CH:7]=1. The catalyst class is: 3.